Task: Predict the reactants needed to synthesize the given product.. Dataset: Full USPTO retrosynthesis dataset with 1.9M reactions from patents (1976-2016) (1) Given the product [CH3:1][S:2][CH2:3][CH2:4][CH:5]1[O:9][CH2:8][CH2:7][O:6]1, predict the reactants needed to synthesize it. The reactants are: [CH3:1][S:2][CH2:3][CH2:4][CH:5]=[O:6].[CH2:7](O)[CH2:8][OH:9].C1(C)C=CC(S(O)(=O)=O)=CC=1. (2) Given the product [CH3:36][N:3]1[CH2:7][CH2:6][C@@H:5]([NH:8][C:9]([C:11]2[CH:31]=[CH:30][C:14]3[N:15]([CH3:29])[C:16]([NH:18][C:19]4[S:20][C:21]5[CH:27]=[C:26]([Cl:28])[CH:25]=[CH:24][C:22]=5[N:23]=4)=[N:17][C:13]=3[CH:12]=2)=[O:10])[CH2:4]1, predict the reactants needed to synthesize it. The reactants are: Cl.Cl.[NH:3]1[CH2:7][CH2:6][C@@H:5]([NH:8][C:9]([C:11]2[CH:31]=[CH:30][C:14]3[N:15]([CH3:29])[C:16]([NH:18][C:19]4[S:20][C:21]5[CH:27]=[C:26]([Cl:28])[CH:25]=[CH:24][C:22]=5[N:23]=4)=[N:17][C:13]=3[CH:12]=2)=[O:10])[CH2:4]1.C=O.[BH-](OC(C)=O)(OC(C)=O)O[C:36](C)=O.[Na+].